This data is from Reaction yield outcomes from USPTO patents with 853,638 reactions. The task is: Predict the reaction yield, written as a fraction of the theoretical maximum amount of product (1.0 means a 100% yield; for example, 0.34 means a 34% yield). The reactants are C1(P(C2C=CC=CC=2)C2C=CC=CC=2)C=CC=CC=1.CCN(CC)CC.[Br:27][C:28]1[CH:61]=[CH:60][C:31]([C:32]([NH:34][NH:35][C:36](=[O:59])[C@H:37]([NH:48][C:49]2[CH:54]=[CH:53][C:52]([C:55]#[N:56])=[C:51]([Cl:57])[C:50]=2[CH3:58])[C@@H:38]([O:40][Si:41]([C:44]([CH3:47])([CH3:46])[CH3:45])([CH3:43])[CH3:42])[CH3:39])=O)=[CH:30][CH:29]=1. The catalyst is C(Cl)Cl. The product is [Br:27][C:28]1[CH:29]=[CH:30][C:31]([C:32]2[O:59][C:36]([C@H:37]([NH:48][C:49]3[CH:54]=[CH:53][C:52]([C:55]#[N:56])=[C:51]([Cl:57])[C:50]=3[CH3:58])[C@@H:38]([O:40][Si:41]([C:44]([CH3:46])([CH3:47])[CH3:45])([CH3:42])[CH3:43])[CH3:39])=[N:35][N:34]=2)=[CH:60][CH:61]=1. The yield is 0.890.